The task is: Regression. Given two drug SMILES strings and cell line genomic features, predict the synergy score measuring deviation from expected non-interaction effect.. This data is from NCI-60 drug combinations with 297,098 pairs across 59 cell lines. Drug 1: C1=CC(=CC=C1C#N)C(C2=CC=C(C=C2)C#N)N3C=NC=N3. Drug 2: CCC1(CC2CC(C3=C(CCN(C2)C1)C4=CC=CC=C4N3)(C5=C(C=C6C(=C5)C78CCN9C7C(C=CC9)(C(C(C8N6C)(C(=O)OC)O)OC(=O)C)CC)OC)C(=O)OC)O.OS(=O)(=O)O. Cell line: RXF 393. Synergy scores: CSS=-0.288, Synergy_ZIP=-2.18, Synergy_Bliss=-5.12, Synergy_Loewe=-4.60, Synergy_HSA=-3.43.